This data is from Catalyst prediction with 721,799 reactions and 888 catalyst types from USPTO. The task is: Predict which catalyst facilitates the given reaction. (1) Reactant: C(O)(=O)C.[F-].C([N+](CCCC)(CCCC)CCCC)CCC.C1COCC1.[Si]([O:35][CH2:36][C:37]1[CH:38]=[C:39]([C:43]([C:45]2[N:46]=[CH:47][N:48]3[CH:52]=[C:51]([C:53]4[C@H:54]([CH3:77])[C@@H:55]5[C@@H:72]([C@H:73]([OH:75])[CH3:74])[C:71](=[O:76])[N:56]5[C:57]=4[C:58]([O:60][CH2:61][C:62]4[CH:67]=[CH:66][C:65]([N+:68]([O-:70])=[O:69])=[CH:64][CH:63]=4)=[O:59])[S:50][C:49]=23)=[O:44])[CH:40]=[N:41][CH:42]=1)(C(C)(C)C)(C)C.O. Product: [OH:75][C@@H:73]([C@H:72]1[C:71](=[O:76])[N:56]2[C:57]([C:58]([O:60][CH2:61][C:62]3[CH:67]=[CH:66][C:65]([N+:68]([O-:70])=[O:69])=[CH:64][CH:63]=3)=[O:59])=[C:53]([C:51]3[S:50][C:49]4=[C:45]([C:43]([C:39]5[CH:40]=[N:41][CH:42]=[C:37]([CH2:36][OH:35])[CH:38]=5)=[O:44])[N:46]=[CH:47][N:48]4[CH:52]=3)[C@H:54]([CH3:77])[C@H:55]12)[CH3:74]. The catalyst class is: 1. (2) Reactant: [CH3:1][C:2]1[O:6][C:5]([C:7]2[CH:13]=[CH:12][CH:11]=[CH:10][C:8]=2[NH2:9])=[N:4][CH:3]=1.C(N(CC)CC)C.[Cl:21][C:22]1[N:27]=[C:26]([C:28]2[CH:33]=[CH:32][CH:31]=[CH:30][CH:29]=2)[N:25]=[C:24]([C:34](Cl)=[O:35])[CH:23]=1. Product: [Cl:21][C:22]1[N:27]=[C:26]([C:28]2[CH:33]=[CH:32][CH:31]=[CH:30][CH:29]=2)[N:25]=[C:24]([C:34]([NH:9][C:8]2[CH:10]=[CH:11][CH:12]=[CH:13][C:7]=2[C:5]2[O:6][C:2]([CH3:1])=[CH:3][N:4]=2)=[O:35])[CH:23]=1. The catalyst class is: 98. (3) Reactant: [CH2:1]([O:8][C:9]1[CH:14]=[CH:13][CH:12]=[C:11](Br)[CH:10]=1)[C:2]1[CH:7]=[CH:6][CH:5]=[CH:4][CH:3]=1.C([Li])CCC.[CH3:21][O:22][C:23]1[CH:24]=[C:25]([CH:28]=[C:29]([O:31][CH3:32])[CH:30]=1)[CH:26]=[O:27].C(O)(C)C. Product: [CH2:1]([O:8][C:9]1[CH:10]=[C:11]([CH:26]([C:25]2[CH:28]=[C:29]([O:31][CH3:32])[CH:30]=[C:23]([O:22][CH3:21])[CH:24]=2)[OH:27])[CH:12]=[CH:13][CH:14]=1)[C:2]1[CH:7]=[CH:6][CH:5]=[CH:4][CH:3]=1. The catalyst class is: 20.